Dataset: Catalyst prediction with 721,799 reactions and 888 catalyst types from USPTO. Task: Predict which catalyst facilitates the given reaction. (1) Reactant: [C:1]([C:5]1[CH:9]=[C:8]([NH:10][C:11](=[O:21])[C:12]2[CH:17]=[C:16]([Cl:18])[CH:15]=[CH:14][C:13]=2[O:19][CH3:20])[N:7]([CH2:22][C@@H:23]2[CH2:27][CH2:26][CH2:25][O:24]2)[N:6]=1)([CH3:4])([CH3:3])[CH3:2].[CH3:28][O:29]S(OC)(=O)=O. Product: [C:23]([O-:29])(=[O:24])[CH3:27].[NH4+:6].[C:1]([C:5]1[N:6]([CH3:28])[N:7]([CH2:22][C@@H:23]2[CH2:27][CH2:26][CH2:25][O:24]2)/[C:8](=[N:10]/[C:11](=[O:21])[C:12]2[CH:17]=[C:16]([Cl:18])[CH:15]=[CH:14][C:13]=2[O:19][CH3:20])/[CH:9]=1)([CH3:4])([CH3:2])[CH3:3]. The catalyst class is: 11. (2) The catalyst class is: 702. Reactant: [CH3:1][O:2][C:3]1[CH:4]=[CH:5][C:6]2[S:12][CH2:11][CH2:10][N:9]([C:13](=[O:18])[C:14]([O:16]C)=[O:15])[CH2:8][C:7]=2[CH:19]=1.Cl. Product: [CH3:1][O:2][C:3]1[CH:4]=[CH:5][C:6]2[S:12][CH2:11][CH2:10][N:9]([C:13](=[O:18])[C:14]([OH:16])=[O:15])[CH2:8][C:7]=2[CH:19]=1.